This data is from Forward reaction prediction with 1.9M reactions from USPTO patents (1976-2016). The task is: Predict the product of the given reaction. (1) Given the reactants [CH3:1][C:2]1[O:6][N:5]=[C:4]([C:7]2[CH:12]=[CH:11][CH:10]=[CH:9][CH:8]=2)[C:3]=1[CH2:13][O:14][C:15]1[CH:23]=[CH:22][C:18]([C:19]([OH:21])=O)=[CH:17][N:16]=1.[NH:24]1[CH2:28][CH2:27][CH2:26][CH2:25]1, predict the reaction product. The product is: [CH3:1][C:2]1[O:6][N:5]=[C:4]([C:7]2[CH:8]=[CH:9][CH:10]=[CH:11][CH:12]=2)[C:3]=1[CH2:13][O:14][C:15]1[N:16]=[CH:17][C:18]([C:19]([N:24]2[CH2:28][CH2:27][CH2:26][CH2:25]2)=[O:21])=[CH:22][CH:23]=1. (2) Given the reactants [C:1]([O:5][C:6]([NH:8][C@H:9]([C:18]([OH:20])=[O:19])[CH2:10][C:11]1[CH:16]=[CH:15][C:14]([OH:17])=[CH:13][CH:12]=1)=[O:7])([CH3:4])([CH3:3])[CH3:2].C(=O)([O-])[O-].[K+].[K+].F[C:28]1[CH:33]=[CH:32][C:31]([N+:34]([O-:36])=[O:35])=[CH:30][CH:29]=1, predict the reaction product. The product is: [C:1]([O:5][C:6]([NH:8][CH:9]([CH2:10][C:11]1[CH:12]=[CH:13][C:14]([O:17][C:28]2[CH:33]=[CH:32][C:31]([N+:34]([O-:36])=[O:35])=[CH:30][CH:29]=2)=[CH:15][CH:16]=1)[C:18]([OH:20])=[O:19])=[O:7])([CH3:4])([CH3:2])[CH3:3]. (3) The product is: [N:1]1([C:6]2[O:10][C:9]3[C:11]([OH:17])=[C:12]([O:15][CH3:16])[CH:13]=[CH:14][C:8]=3[C:7]=2[C:18](=[O:31])[C:19]2[CH:24]=[C:23]([O:25][CH3:26])[C:22]([O:27][CH3:28])=[C:21]([O:29][CH3:30])[CH:20]=2)[CH:2]=[CH:34][CH:33]=[N:32]1. Given the reactants [N:1]1([C:6]2[O:10][C:9]3[C:11]([OH:17])=[C:12]([O:15][CH3:16])[CH:13]=[CH:14][C:8]=3[C:7]=2[C:18](=[O:31])[C:19]2[CH:24]=[C:23]([O:25][CH3:26])[C:22]([O:27][CH3:28])=[C:21]([O:29][CH3:30])[CH:20]=2)C=CN=[CH:2]1.[N:32]1C=CC=[CH:34][CH:33]=1.N1C=CC=N1.N1C=CN=C1, predict the reaction product. (4) Given the reactants Br[C:2]1[N:6]([CH3:7])[C:5]([C:8]([O:10]C)=O)=[C:4]([Cl:12])[C:3]=1[C:13](=[O:23])[C:14](=[O:22])[NH:15][C@H:16]([CH3:21])[C:17]([F:20])([F:19])[F:18].C[Sn](C)(C)C.Cl[C:30]1C(C(=O)C(=O)N[C@H](C)C(F)(F)F)=C(C)N(C)C=1C(OC)=O.O.O.[OH-].[Li+].ClC1C(C(=O)C(=O)N[C@H](C)C(F)(F)F)=C(C)N(C)C=1C(O)=O.[NH2:78][C:79]1[CH:80]=[CH:81][C:82]([F:87])=[C:83]([CH:86]=1)[C:84]#[N:85].CCN(C(C)C)C(C)C.CN(C(ON1N=NC2C=CC=NC1=2)=[N+](C)C)C.F[P-](F)(F)(F)(F)F, predict the reaction product. The product is: [Cl:12][C:4]1[C:3]([C:13](=[O:23])[C:14](=[O:22])[NH:15][C@H:16]([CH3:21])[C:17]([F:20])([F:19])[F:18])=[C:2]([CH3:30])[N:6]([CH3:7])[C:5]=1[C:8]([NH:78][C:79]1[CH:80]=[CH:81][C:82]([F:87])=[C:83]([C:84]#[N:85])[CH:86]=1)=[O:10]. (5) The product is: [CH2:1]([N:3]1[C:7]2=[N:8][C:9]([CH2:42][CH3:43])=[C:10]([CH2:19][NH:20][C:21](=[O:41])[CH2:22][C:23]([NH:25][CH2:26][C:27]3[CH:28]=[C:29]([C:33]4[CH:38]=[CH:37][CH:36]=[C:35]([CH2:39][N:49]5[CH2:48][CH2:47][NH:46][C@H:45]([CH3:44])[CH2:50]5)[CH:34]=4)[CH:30]=[CH:31][CH:32]=3)=[O:24])[C:11]([NH:12][CH:13]3[CH2:18][CH2:17][O:16][CH2:15][CH2:14]3)=[C:6]2[CH:5]=[N:4]1)[CH3:2]. Given the reactants [CH2:1]([N:3]1[C:7]2=[N:8][C:9]([CH2:42][CH3:43])=[C:10]([CH2:19][NH:20][C:21](=[O:41])[CH2:22][C:23]([NH:25][CH2:26][C:27]3[CH:28]=[C:29]([C:33]4[CH:38]=[CH:37][CH:36]=[C:35]([CH:39]=O)[CH:34]=4)[CH:30]=[CH:31][CH:32]=3)=[O:24])[C:11]([NH:12][CH:13]3[CH2:18][CH2:17][O:16][CH2:15][CH2:14]3)=[C:6]2[CH:5]=[N:4]1)[CH3:2].[CH3:44][C@@H:45]1[CH2:50][NH:49][CH2:48][CH2:47][N:46]1C(OC(C)(C)C)=O.[BH-](OC(C)=O)(OC(C)=O)OC(C)=O.[Na+].CC(O)=O.C(O)(C(F)(F)F)=O, predict the reaction product. (6) Given the reactants [Br:1][C:2]1[CH:7]=[CH:6][C:5]([OH:8])=[C:4]([O:9][CH3:10])[CH:3]=1.Br[CH2:12][CH2:13][CH2:14][C:15]([O:17][CH2:18][CH3:19])=[O:16].C(=O)([O-])[O-].[K+].[K+], predict the reaction product. The product is: [Br:1][C:2]1[CH:7]=[CH:6][C:5]([O:8][CH2:12][CH2:13][CH2:14][C:15]([O:17][CH2:18][CH3:19])=[O:16])=[C:4]([O:9][CH3:10])[CH:3]=1. (7) Given the reactants [NH:1]1[CH2:6][CH2:5][CH:4]([NH:7][C:8](=[O:14])[O:9][C:10]([CH3:13])([CH3:12])[CH3:11])[CH2:3][CH2:2]1.ClCCl.Cl[S:19]([CH2:22][C:23]([O:25][CH3:26])=[O:24])(=[O:21])=[O:20], predict the reaction product. The product is: [C:10]([O:9][C:8]([NH:7][CH:4]1[CH2:3][CH2:2][N:1]([S:19]([CH2:22][C:23]([O:25][CH3:26])=[O:24])(=[O:21])=[O:20])[CH2:6][CH2:5]1)=[O:14])([CH3:11])([CH3:13])[CH3:12]. (8) Given the reactants [F:1][C:2]1[N:7]=[C:6]([F:8])[C:5]([F:9])=[C:4](F)[C:3]=1[F:11].[CH3:12][C:13]1([CH3:20])[O:17][CH:16]([CH2:18][OH:19])[CH2:15][O:14]1.C([O-])([O-])=O.[Cs+].[Cs+], predict the reaction product. The product is: [F:8][C:6]1[C:5]([F:9])=[C:4]([O:19][CH2:18][CH:16]2[CH2:15][O:14][C:13]([CH3:20])([CH3:12])[O:17]2)[C:3]([F:11])=[C:2]([F:1])[N:7]=1.